From a dataset of Reaction yield outcomes from USPTO patents with 853,638 reactions. Predict the reaction yield, written as a fraction of the theoretical maximum amount of product (1.0 means a 100% yield; for example, 0.34 means a 34% yield). (1) The reactants are Br[CH2:2][CH2:3][O:4][C:5]1[CH:6]=[C:7]2[C:12](=[CH:13][C:14]=1[O:15][CH3:16])[N:11]=[CH:10][N:9]=[C:8]2[O:17][C:18]1[CH:23]=[CH:22][C:21]([NH:24][C:25]([NH:27][CH2:28][CH2:29][CH3:30])=[O:26])=[C:20]([Cl:31])[CH:19]=1.C(=O)([O-])[O-].[K+].[K+].[CH3:38][N:39]1[CH2:44][CH2:43][NH:42][CH2:41][CH2:40]1. The catalyst is CN(C)C=O. The product is [Cl:31][C:20]1[CH:19]=[C:18]([O:17][C:8]2[C:7]3[C:12](=[CH:13][C:14]([O:15][CH3:16])=[C:5]([O:4][CH2:3][CH2:2][N:42]4[CH2:43][CH2:44][N:39]([CH3:38])[CH2:40][CH2:41]4)[CH:6]=3)[N:11]=[CH:10][N:9]=2)[CH:23]=[CH:22][C:21]=1[NH:24][C:25]([NH:27][CH2:28][CH2:29][CH3:30])=[O:26]. The yield is 0.440. (2) The catalyst is O1CCOCC1.C1C=CC([P]([Pd]([P](C2C=CC=CC=2)(C2C=CC=CC=2)C2C=CC=CC=2)([P](C2C=CC=CC=2)(C2C=CC=CC=2)C2C=CC=CC=2)[P](C2C=CC=CC=2)(C2C=CC=CC=2)C2C=CC=CC=2)(C2C=CC=CC=2)C2C=CC=CC=2)=CC=1.[Cu]I. The reactants are Br[C:2]1[S:3][C:4]([C:8]([O:10][CH2:11][CH3:12])=[O:9])=[C:5]([Br:7])[N:6]=1.C[Sn](C)(C)[C:15]1[CH:20]=[CH:19][N:18]=[C:17]([NH:21][C:22](=[O:24])[CH3:23])[CH:16]=1.[Cl-].[Li+]. The yield is 0.440. The product is [C:22]([NH:21][C:17]1[CH:16]=[C:15]([C:2]2[S:3][C:4]([C:8]([O:10][CH2:11][CH3:12])=[O:9])=[C:5]([Br:7])[N:6]=2)[CH:20]=[CH:19][N:18]=1)(=[O:24])[CH3:23]. (3) The reactants are [C:1]([C:3]1[CH:8]=[CH:7][CH:6]=[CH:5][C:4]=1[C:9]1[CH:14]=[CH:13][C:12]([CH2:15][CH:16]([C:21](=O)[CH2:22][CH2:23][CH2:24][CH3:25])[C:17](OC)=[O:18])=[CH:11][CH:10]=1)#[N:2].[CH3:27][C:28]1[NH:29][C:30]([NH:33][CH:34]2[CH2:39][CH2:38][O:37][CH2:36][CH2:35]2)=[N:31][N:32]=1. No catalyst specified. The product is [CH2:22]([C:21]1[N:31]2[N:32]=[C:28]([CH3:27])[N:29]=[C:30]2[N:33]([CH:34]2[CH2:39][CH2:38][O:37][CH2:36][CH2:35]2)[C:17](=[O:18])[C:16]=1[CH2:15][C:12]1[CH:11]=[CH:10][C:9]([C:4]2[C:3]([C:1]#[N:2])=[CH:8][CH:7]=[CH:6][CH:5]=2)=[CH:14][CH:13]=1)[CH2:23][CH2:24][CH3:25]. The yield is 0.660. (4) The reactants are [CH:1](=O)[C:2]1[CH:7]=[CH:6][CH:5]=[CH:4][CH:3]=1.[NH2:9][C:10]1[CH:15]=[CH:14][CH:13]=[CH:12][CH:11]=1.[N:16]1([C:22]([O:24][C:25]([CH3:28])([CH3:27])[CH3:26])=[O:23])[CH:21]=[CH:20][CH2:19][CH2:18][CH2:17]1.C(S([O-])(=O)=O)(F)(F)F.C(S([O-])(=O)=O)(F)(F)F.C(S([O-])(=O)=O)(F)(F)F.[Dy+3]. The catalyst is C(#N)C.O. The product is [C:2]1([C@@H:1]2[NH:9][C:10]3[CH:15]=[CH:14][CH:13]=[CH:12][C:11]=3[C@@H:21]3[C@H:20]2[CH2:19][CH2:18][CH2:17][N:16]3[C:22]([O:24][C:25]([CH3:28])([CH3:27])[CH3:26])=[O:23])[CH:7]=[CH:6][CH:5]=[CH:4][CH:3]=1. The yield is 0.0600. (5) The reactants are [C:1]([C:5]1[CH:6]=[C:7]([NH:17][C:18](=[O:40])[C:19]([C:21]2[C:30]3[C:25](=[CH:26][CH:27]=[CH:28][CH:29]=3)[C:24]([O:31][CH2:32][CH2:33][N:34]3[CH2:39][CH2:38][O:37][CH2:36][CH2:35]3)=[CH:23][CH:22]=2)=O)[N:8]([C:10]2[CH:15]=[CH:14][C:13]([CH3:16])=[CH:12][CH:11]=2)[N:9]=1)([CH3:4])([CH3:3])[CH3:2].Cl.[CH3:42][O:43][NH2:44].N1C=CC=CC=1. The catalyst is CCO. The product is [C:1]([C:5]1[CH:6]=[C:7]([NH:17][C:18](=[O:40])[C:19](=[N:44][O:43][CH3:42])[C:21]2[C:30]3[C:25](=[CH:26][CH:27]=[CH:28][CH:29]=3)[C:24]([O:31][CH2:32][CH2:33][N:34]3[CH2:39][CH2:38][O:37][CH2:36][CH2:35]3)=[CH:23][CH:22]=2)[N:8]([C:10]2[CH:11]=[CH:12][C:13]([CH3:16])=[CH:14][CH:15]=2)[N:9]=1)([CH3:4])([CH3:3])[CH3:2]. The yield is 0.760. (6) The reactants are [CH2:8]1[CH:7]2[CH:6]3[CH:10]=[CH:9][CH:8]([CH:6]2[CH:10]=[CH:9]1)[CH2:7]3.[CH:11]1([SiH:16]([Cl:18])[Cl:17])[CH2:15][CH2:14][CH2:13][CH2:12]1.CCCCCCCCCCCCCCCC. The catalyst is C1(C)C=CC=CC=1. The product is [CH:11]1([Si:16]([CH:6]2[CH2:7][CH2:8][CH2:9][CH2:10]2)([Cl:18])[Cl:17])[CH2:15][CH2:14][CH:13]=[CH:12]1. The yield is 0.214. (7) The reactants are ClC(Cl)(O[C:5](=[O:11])OC(Cl)(Cl)Cl)Cl.[NH2:13][C:14]1[C:15]([F:34])=[C:16]([CH:31]=[CH:32][CH:33]=1)[CH2:17][N:18]1[CH2:23][CH2:22][N:21]([C:24]([O:26][C:27]([CH3:30])([CH3:29])[CH3:28])=[O:25])[CH2:20][CH2:19]1.CCN(C(C)C)C(C)C.[NH2:44][C:45]1[CH:50]=[CH:49][N:48]=[C:47]([CH3:51])[CH:46]=1. The catalyst is C1COCC1.CCOC(C)=O. The product is [F:34][C:15]1[C:14]([NH:13][C:5]([NH:44][C:45]2[CH:50]=[CH:49][N:48]=[C:47]([CH3:51])[CH:46]=2)=[O:11])=[CH:33][CH:32]=[CH:31][C:16]=1[CH2:17][N:18]1[CH2:19][CH2:20][N:21]([C:24]([O:26][C:27]([CH3:30])([CH3:29])[CH3:28])=[O:25])[CH2:22][CH2:23]1. The yield is 0.430. (8) The reactants are [F:1][C:2]1[C:11]2[O:10][CH2:9][CH2:8][CH2:7][C:6]=2[C:5]([CH3:12])=[CH:4][CH:3]=1.[Br:13]Br. The catalyst is C(O)(=O)C.C1(C)C=CC=CC=1. The yield is 1.00. The product is [Br:13][C:4]1[CH:3]=[C:2]([F:1])[C:11]2[O:10][CH2:9][CH2:8][CH2:7][C:6]=2[C:5]=1[CH3:12].